From a dataset of Reaction yield outcomes from USPTO patents with 853,638 reactions. Predict the reaction yield, written as a fraction of the theoretical maximum amount of product (1.0 means a 100% yield; for example, 0.34 means a 34% yield). (1) The reactants are P([O-])([O-])([O-])=O.C1C[O:9]CC1.C(#N)C.[N+](C1C=CC(COC(C2N3[C@H](SC=2)C([CH:33]([O:43][C:44](=O)[CH3:45])[C:34]2[CH:42]=[C:41]4[N:36]([CH2:37][S:38][CH2:39][CH2:40]4)[N:35]=2)(Br)C3=O)=O)=CC=1)([O-])=O. The catalyst is [Zn].C(OCC)(=O)C. The product is [CH2:44]([O:43][C:33]([C:34]1[CH:42]=[C:41]2[N:36]([CH2:37][S:38][CH2:39][CH2:40]2)[N:35]=1)=[O:9])[CH3:45]. The yield is 0.405. (2) The yield is 0.950. The product is [CH3:1][C:2]1[CH:3]=[C:4]([N:9]([CH3:28])[C:10]2[C:19]3[C:14](=[CH:15][CH:16]=[CH:17][CH:18]=3)[C:13](=[O:20])[N:12]([CH3:21])[C:11]=2[C:22]([O:24][CH3:25])=[O:23])[CH:5]=[CH:6][C:7]=1[CH3:8]. The reactants are [CH3:1][C:2]1[CH:3]=[C:4]([NH:9][C:10]2[C:19]3[C:14](=[CH:15][CH:16]=[CH:17][CH:18]=3)[C:13](=[O:20])[N:12]([CH3:21])[C:11]=2[C:22]([O:24][CH3:25])=[O:23])[CH:5]=[CH:6][C:7]=1[CH3:8].[H-].[Na+].[CH3:28]I.Cl.O. The catalyst is CN(C=O)C. (3) The reactants are [Al+3].[Cl-].[Cl-].[Cl-].[C:5](Cl)(=[O:10])/[C:6](=[CH:8]/[CH3:9])/[CH3:7].[CH3:12][O:13][C:14]1[CH:19]=[CH:18][C:17]([O:20][CH3:21])=[CH:16][CH:15]=1.Cl. The catalyst is C(Cl)Cl. The product is [CH3:12][O:13][C:14]1[CH:19]=[CH:18][C:17]([O:20][CH3:21])=[C:16]2[C:15]=1[CH:8]([CH3:9])[CH:6]([CH3:7])[C:5]2=[O:10]. The yield is 0.120. (4) The reactants are [CH:1]([NH:4][C:5]1[C:6]([NH:11][C:12]2[CH:17]=[CH:16][CH:15]=[CH:14][CH:13]=2)=[N:7][CH:8]=[CH:9][CH:10]=1)([CH3:3])[CH3:2].[CH2:18](OC(OCC)OCC)C.[ClH:28]. The catalyst is C(O)=O. The product is [Cl-:28].[CH:1]([N+:4]1[C:5]2[C:6](=[N:7][CH:8]=[CH:9][CH:10]=2)[N:11]([C:12]2[CH:17]=[CH:16][CH:15]=[CH:14][CH:13]=2)[CH:18]=1)([CH3:3])[CH3:2]. The yield is 0.670.